From a dataset of Forward reaction prediction with 1.9M reactions from USPTO patents (1976-2016). Predict the product of the given reaction. (1) Given the reactants [N:1]1([C@@H:7]2[CH2:11][CH2:10][N:9]([C:12]3[S:13][C:14]4[CH:20]=[C:19](B5OC(C)(C)C(C)(C)O5)[CH:18]=[CH:17][C:15]=4[N:16]=3)[CH2:8]2)[CH2:6][CH2:5][CH2:4][CH2:3][CH2:2]1.Br[C:31]1[N:36]=[C:35]([C:37]([O:39][CH3:40])=[O:38])[CH:34]=[CH:33][CH:32]=1.C([O-])([O-])=O.[K+].[K+], predict the reaction product. The product is: [N:1]1([C@@H:7]2[CH2:11][CH2:10][N:9]([C:12]3[S:13][C:14]4[CH:20]=[C:19]([C:31]5[N:36]=[C:35]([C:37]([O:39][CH3:40])=[O:38])[CH:34]=[CH:33][CH:32]=5)[CH:18]=[CH:17][C:15]=4[N:16]=3)[CH2:8]2)[CH2:6][CH2:5][CH2:4][CH2:3][CH2:2]1. (2) Given the reactants [CH2:1]([S:3]([C:5]1[O:6][C:7]2[C:12]([C:13](=[O:17])[C:14]=1[CH2:15][OH:16])=[CH:11][CH:10]=[CH:9][CH:8]=2)=[O:4])[CH3:2].[O:18]1[CH:23]=[CH:22][CH2:21][CH2:20][CH2:19]1.C1(C)C(S(O)(=O)=O)=CC=CC=1.O, predict the reaction product. The product is: [CH2:1]([S:3]([C:5]1[O:6][C:7]2[C:12]([C:13](=[O:17])[C:14]=1[CH2:15][O:16][CH:19]1[CH2:20][CH2:21][CH2:22][CH2:23][O:18]1)=[CH:11][CH:10]=[CH:9][CH:8]=2)=[O:4])[CH3:2]. (3) Given the reactants [F:1][C:2]1[CH:3]=[C:4]([N:8]2[C:12]([C:13]3[CH:18]=[CH:17][C:16]([N+:19]([O-])=[O:20])=[CH:15][CH:14]=3)=[CH:11][CH:10]=[N:9]2)[CH:5]=[CH:6][CH:7]=1.[F:22][C:23]1[CH:28]=[CH:27][C:26]([CH2:29]C#N)=[CH:25][CH:24]=1, predict the reaction product. The product is: [F:22][C:23]1[CH:28]=[CH:27][C:26]([C:29]2[O:20][N:19]=[C:16]3[CH:17]=[CH:18][C:13]([C:12]4[N:8]([C:4]5[CH:5]=[CH:6][CH:7]=[C:2]([F:1])[CH:3]=5)[N:9]=[CH:10][CH:11]=4)=[CH:14][C:15]=23)=[CH:25][CH:24]=1. (4) Given the reactants [CH3:1][C:2]([C:4]1[CH:13]=[CH:12][C:11]2[C:6](=[CH:7][CH:8]=[CH:9][CH:10]=2)[CH:5]=1)=[O:3].[OH-].[K+], predict the reaction product. The product is: [CH:5]1[C:6]2[C:11](=[CH:10][CH:9]=[CH:8][CH:7]=2)[CH:12]=[CH:13][C:4]=1[CH:2]([OH:3])[CH3:1]. (5) The product is: [F:13][C:12]([F:15])([F:14])[C:9]1[CH:10]=[CH:11][C:2]([SH:3])=[N:1][CH:8]=1. Given the reactants [NH2:1][C:2](N)=[S:3].ClC1[CH:11]=[CH:10][C:9]([C:12]([F:15])([F:14])[F:13])=[CH:8]N=1.[OH-].[K+].[OH-].[Na+], predict the reaction product. (6) The product is: [CH2:34]([NH:37][C:31]([C:28]1[CH2:27][CH2:26][NH:25][C:24]2[N:23]=[CH:22][N:21]=[C:20]([NH:19][C:4]3[CH:5]=[CH:6][C:7]([O:8][C:9]4[CH:14]=[CH:13][CH:12]=[C:11]([C:15]([F:17])([F:16])[F:18])[CH:10]=4)=[C:2]([Cl:1])[CH:3]=3)[C:30]=2[CH:29]=1)=[O:33])[CH:35]=[CH2:36]. Given the reactants [Cl:1][C:2]1[CH:3]=[C:4]([NH:19][C:20]2[C:30]3[CH:29]=[C:28]([C:31]([OH:33])=O)[CH2:27][CH2:26][NH:25][C:24]=3[N:23]=[CH:22][N:21]=2)[CH:5]=[CH:6][C:7]=1[O:8][C:9]1[CH:14]=[CH:13][CH:12]=[C:11]([C:15]([F:18])([F:17])[F:16])[CH:10]=1.[CH2:34]([NH2:37])[CH:35]=[CH2:36].ON1C2C=CC=CC=2N=N1.Cl.C(N=C=NCCCN(C)C)C, predict the reaction product. (7) Given the reactants F[C:2]1[CH:7]=[CH:6][C:5]([CH2:8][C:9]([OH:11])=[O:10])=[CH:4][C:3]=1[N+:12]([O-:14])=[O:13].[CH3:15][N:16]1[CH2:21][CH2:20][N:19]([C:22]2[CH:23]=[C:24]([CH:26]=[CH:27][CH:28]=2)[NH2:25])[CH2:18][CH2:17]1.C(N(CC)CC)C.C(OCC)C, predict the reaction product. The product is: [N+:12]([C:3]1[CH:4]=[C:5]([CH2:8][C:9]([OH:11])=[O:10])[CH:6]=[CH:7][C:2]=1[NH:25][C:24]1[CH:26]=[CH:27][CH:28]=[C:22]([N:19]2[CH2:18][CH2:17][N:16]([CH3:15])[CH2:21][CH2:20]2)[CH:23]=1)([O-:14])=[O:13]. (8) Given the reactants [CH2:1]([C:12]1[N:16]=[C:15]([CH2:17][CH2:18][C:19]2[CH:26]=[CH:25][C:22]([CH2:23][NH2:24])=[CH:21][CH:20]=2)[O:14][N:13]=1)[CH2:2][CH2:3][CH2:4][CH2:5][CH2:6][CH2:7][CH2:8][CH2:9][CH2:10][CH3:11].[F:27][C:28]([F:38])([F:37])[C:29]1[CH:36]=[CH:35][C:32]([CH:33]=O)=[CH:31][CH:30]=1, predict the reaction product. The product is: [F:27][C:28]([F:37])([F:38])[C:29]1[CH:36]=[CH:35][C:32]([CH2:33][NH:24][CH2:23][C:22]2[CH:25]=[CH:26][C:19]([CH2:18][CH2:17][C:15]3[O:14][N:13]=[C:12]([CH2:1][CH2:2][CH2:3][CH2:4][CH2:5][CH2:6][CH2:7][CH2:8][CH2:9][CH2:10][CH3:11])[N:16]=3)=[CH:20][CH:21]=2)=[CH:31][CH:30]=1. (9) Given the reactants [Si]([O:18][C@@H:19]([CH2:25]/[CH:26]=[CH:27]\[CH2:28][CH2:29][CH2:30][CH2:31][CH2:32][CH2:33][CH2:34][CH2:35][CH:36]([O:55][C:56](=[O:63])[CH2:57][CH2:58][CH2:59][N:60]([CH3:62])[CH3:61])[CH2:37][CH2:38][CH2:39][CH2:40][CH2:41][CH2:42][CH2:43][CH2:44]/[CH:45]=[CH:46]\[CH2:47]/[CH:48]=[CH:49]\[CH2:50][CH2:51][CH2:52][CH2:53][CH3:54])[CH2:20][CH2:21][CH2:22][CH2:23][CH3:24])(C(C)(C)C)(C1C=CC=CC=1)C1C=CC=CC=1.CO.C(Cl)Cl, predict the reaction product. The product is: [CH3:62][N:60]([CH3:61])[CH2:59][CH2:58][CH2:57][C:56]([O:55][CH:36]([CH2:37][CH2:38][CH2:39][CH2:40][CH2:41][CH2:42][CH2:43][CH2:44]/[CH:45]=[CH:46]\[CH2:47]/[CH:48]=[CH:49]\[CH2:50][CH2:51][CH2:52][CH2:53][CH3:54])[CH2:35][CH2:34][CH2:33][CH2:32][CH2:31][CH2:30][CH2:29][CH2:28]/[CH:27]=[CH:26]\[CH2:25][C@H:19]([OH:18])[CH2:20][CH2:21][CH2:22][CH2:23][CH3:24])=[O:63]. (10) Given the reactants C([O:5][C:6]1[CH:13]=[CH:12][C:9]([CH:10]=[CH2:11])=[CH:8][CH:7]=1)(C)(C)C.[C:14]([O:18][CH:19]1[CH2:24][CH2:23][CH2:22][CH2:21][CH2:20]1)(=[O:17])[CH:15]=[CH2:16].Cl, predict the reaction product. The product is: [OH:5][C:6]1[CH:13]=[CH:12][C:9]([CH:10]=[CH2:11])=[CH:8][CH:7]=1.[C:14]([O:18][CH:19]1[CH2:24][CH2:23][CH2:22][CH2:21][CH2:20]1)(=[O:17])[CH:15]=[CH2:16].